Dataset: Forward reaction prediction with 1.9M reactions from USPTO patents (1976-2016). Task: Predict the product of the given reaction. (1) The product is: [Br:17][C:18]1[CH:23]=[C:22]([C:24]2([C:26]([F:29])([F:28])[F:27])[O:1][N:2]=[C:3]([C:4]3[CH:15]=[CH:14][C:7]4[B:8]([OH:13])[O:9][C:10]([CH3:12])([CH3:11])[C:6]=4[CH:5]=3)[CH2:25]2)[CH:21]=[C:20]([Br:30])[C:19]=1[Cl:31]. Given the reactants [OH:1][N:2]=[C:3](Cl)[C:4]1[CH:15]=[CH:14][C:7]2[B:8]([OH:13])[O:9][C:10]([CH3:12])([CH3:11])[C:6]=2[CH:5]=1.[Br:17][C:18]1[CH:23]=[C:22]([C:24]([C:26]([F:29])([F:28])[F:27])=[CH2:25])[CH:21]=[C:20]([Br:30])[C:19]=1[Cl:31].CC(=O)OCC, predict the reaction product. (2) Given the reactants [OH:1][C@@H:2]1[CH2:9][N:8]([C:10](=[O:22])[CH2:11][CH2:12][CH2:13][N:14]2[CH2:19][CH2:18][NH:17][C@@H:16]([CH3:20])[C:15]2=[O:21])[CH2:7][CH2:6][C:3]21[CH2:5][CH2:4]2.[Cl:23][C:24]1[CH:29]=[CH:28][C:27]([N:30]=[C:31]=[O:32])=[CH:26][CH:25]=1, predict the reaction product. The product is: [Cl:23][C:24]1[CH:29]=[CH:28][C:27]([NH:30][C:31]([N:17]2[CH2:18][CH2:19][N:14]([CH2:13][CH2:12][CH2:11][C:10]([N:8]3[CH2:7][CH2:6][C:3]4([CH2:5][CH2:4]4)[C@H:2]([OH:1])[CH2:9]3)=[O:22])[C:15](=[O:21])[C@@H:16]2[CH3:20])=[O:32])=[CH:26][CH:25]=1. (3) Given the reactants [CH3:1][S:2]([NH:5][C:6]1[CH:14]=[CH:13][C:9]([C:10]([OH:12])=O)=[CH:8][CH:7]=1)(=[O:4])=[O:3].Cl.[Cl:16][C:17]1[CH:22]=[CH:21][C:20]([C:23]([CH:25]2[CH2:30][CH2:29][NH:28][CH2:27][CH2:26]2)=[O:24])=[CH:19][CH:18]=1, predict the reaction product. The product is: [Cl:16][C:17]1[CH:18]=[CH:19][C:20]([C:23]([CH:25]2[CH2:30][CH2:29][N:28]([C:10]([C:9]3[CH:8]=[CH:7][C:6]([NH:5][S:2]([CH3:1])(=[O:3])=[O:4])=[CH:14][CH:13]=3)=[O:12])[CH2:27][CH2:26]2)=[O:24])=[CH:21][CH:22]=1. (4) Given the reactants Cl[C:2]1[CH:11]=[C:10]([CH3:12])[C:9]2[C:4](=[CH:5][CH:6]=[C:7]([CH3:13])[CH:8]=2)[N:3]=1.[NH2:14][C@@H:15]1[CH:19]([OH:20])[CH2:18][N:17]([C:21]([O:23][C:24]([CH3:27])([CH3:26])[CH3:25])=[O:22])[CH2:16]1.O1CCOCC1.CC(C)([O-])C.[Na+], predict the reaction product. The product is: [CH3:12][C:10]1[C:9]2[C:4](=[CH:5][CH:6]=[C:7]([CH3:13])[CH:8]=2)[N:3]=[C:2]([NH:14][C@H:15]2[C@H:19]([OH:20])[CH2:18][N:17]([C:21]([O:23][C:24]([CH3:27])([CH3:26])[CH3:25])=[O:22])[CH2:16]2)[CH:11]=1. (5) Given the reactants O[CH:2]1[CH2:6][CH2:5][CH2:4][CH:3]1[C:7]1[CH:12]=[CH:11][CH:10]=[CH:9][N:8]=1.O, predict the reaction product. The product is: [N:8]1[CH:9]=[CH:10][CH:11]=[CH:12][C:7]=1[C:3]1[CH2:4][CH2:5][CH2:6][CH:2]=1. (6) The product is: [NH2:20][CH2:19][C:15]1([OH:21])[C:16]2[C:11](=[C:10]([O:29][CH3:30])[CH:9]=[CH:18][CH:17]=2)[CH2:12][CH2:13][CH2:14]1. Given the reactants [H-].[Al+3].[Li+].[H-].[H-].[H-].CO[C:9]1[CH:10]=[C:11]2[C:16](=[CH:17][CH:18]=1)[C:15]([O:21][Si](C)(C)C)([C:19]#[N:20])[CH2:14][CH2:13][CH2:12]2.[F-].[Na+].O.[O:29]1CCC[CH2:30]1, predict the reaction product.